Task: Predict the product of the given reaction.. Dataset: Forward reaction prediction with 1.9M reactions from USPTO patents (1976-2016) (1) The product is: [CH2:19]([O:18][C:16]([NH:15][CH:14]1[CH2:13][CH:12]=[CH:11][CH2:10][N:9]([S:26]([C:29]2[CH:30]=[CH:31][C:32]([O:35][CH3:36])=[CH:33][CH:34]=2)(=[O:27])=[O:28])[CH:8]1[C:6]([OH:7])=[O:5])=[O:17])[C:20]1[CH:21]=[CH:22][CH:23]=[CH:24][CH:25]=1. Given the reactants C([O:5][C:6]([CH:8]1[CH:14]([NH:15][C:16]([O:18][CH2:19][C:20]2[CH:25]=[CH:24][CH:23]=[CH:22][CH:21]=2)=[O:17])[CH2:13][CH:12]=[CH:11][CH2:10][N:9]1[S:26]([C:29]1[CH:34]=[CH:33][C:32]([O:35][CH3:36])=[CH:31][CH:30]=1)(=[O:28])=[O:27])=[O:7])(C)(C)C, predict the reaction product. (2) The product is: [CH3:1][C:2]1[N:3]=[C:4]2[CH:9]=[CH:8][C:7]([NH:10][C:11](=[O:12])[C:13]3[CH:14]=[CH:15][C:16]([CH:19]4[CH2:24][CH2:23][NH:22][CH2:21][CH2:20]4)=[N:17][CH:18]=3)=[CH:6][N:5]2[CH:32]=1. Given the reactants [CH3:1][C:2]1[N:3]=[C:4]2[CH:9]=[CH:8][C:7]([NH:10][C:11]([C:13]3[CH:14]=[CH:15][C:16]([CH:19]4[CH2:24][CH2:23][N:22](C(OC(C)(C)C)=O)[CH2:21][CH2:20]4)=[N:17][CH:18]=3)=[O:12])=[CH:6][N:5]2[CH:32]=1.Cl.O1CCOCC1, predict the reaction product. (3) Given the reactants [NH2:1][C:2]1[CH:3]=[C:4]([C:13]([O:15][CH2:16][CH3:17])=[O:14])[C:5]2[O:9][C:8]([CH3:11])([CH3:10])[CH2:7][C:6]=2[CH:12]=1.C(OCC)(OCC)OCC.[N-:28]=[N+:29]=[N-:30].[Na+].[C:32](O)(=O)C, predict the reaction product. The product is: [CH3:10][C:8]1([CH3:11])[CH2:7][C:6]2[CH:12]=[C:2]([N:1]3[CH:32]=[N:30][N:29]=[N:28]3)[CH:3]=[C:4]([C:13]([O:15][CH2:16][CH3:17])=[O:14])[C:5]=2[O:9]1.